Dataset: Forward reaction prediction with 1.9M reactions from USPTO patents (1976-2016). Task: Predict the product of the given reaction. (1) Given the reactants [C:1]([C:5]([O:7]CC)=O)([F:4])([F:3])[F:2].O.[NH2:11][CH2:12][CH2:13][CH2:14][N:15]([CH3:32])[CH2:16][CH2:17][CH2:18][NH:19][C:20]1[N:21]=[N+:22]([O-:31])[C:23]2[CH:29]=[CH:28][C:27]([CH3:30])=[CH:26][C:24]=2[N:25]=1, predict the reaction product. The product is: [F:4][C:1]([F:2])([F:3])[C:5]([NH:11][CH2:12][CH2:13][CH2:14][N:15]([CH3:32])[CH2:16][CH2:17][CH2:18][NH:19][C:20]1[N:21]=[N+:22]([O-:31])[C:23]2[CH:29]=[CH:28][C:27]([CH3:30])=[CH:26][C:24]=2[N:25]=1)=[O:7]. (2) Given the reactants [F:1][C:2]1[CH:11]=[C:10]2[C:5]([CH:6]=[CH:7][CH:8]=[N:9]2)=[CH:4][C:3]=1[CH2:12][NH2:13].Br[C:15]1[C:16]([NH2:22])=[N:17][CH:18]=[C:19]([Br:21])[N:20]=1.CCN(C(C)C)C(C)C, predict the reaction product. The product is: [Br:21][C:19]1[N:20]=[C:15]([NH:13][CH2:12][C:3]2[CH:4]=[C:5]3[C:10](=[CH:11][C:2]=2[F:1])[N:9]=[CH:8][CH:7]=[CH:6]3)[C:16]([NH2:22])=[N:17][CH:18]=1.